This data is from Reaction yield outcomes from USPTO patents with 853,638 reactions. The task is: Predict the reaction yield, written as a fraction of the theoretical maximum amount of product (1.0 means a 100% yield; for example, 0.34 means a 34% yield). The reactants are [CH3:1][O:2][C:3](=[O:16])[C:4](=O)[CH:5](Cl)[CH2:6][CH2:7][C:8]1[CH:13]=[CH:12][CH:11]=[CH:10][CH:9]=1.[NH2:17][C:18]([NH2:20])=[S:19].N.CO. The catalyst is CO.[Cl-].[Na+].O. The product is [CH3:1][O:2][C:3]([C:4]1[N:17]=[C:18]([NH2:20])[S:19][C:5]=1[CH2:6][CH2:7][C:8]1[CH:13]=[CH:12][CH:11]=[CH:10][CH:9]=1)=[O:16]. The yield is 0.910.